This data is from Retrosynthesis with 50K atom-mapped reactions and 10 reaction types from USPTO. The task is: Predict the reactants needed to synthesize the given product. (1) Given the product O=C(O)c1cccc(Sc2ccccn2)c1, predict the reactants needed to synthesize it. The reactants are: Ic1ccccn1.O=C(O)c1cccc(S)c1. (2) Given the product Cc1ccc2nc(SCC(=O)OC(C)(C)C)[nH]c2c1, predict the reactants needed to synthesize it. The reactants are: CC(C)(C)OC(=O)CBr.Cc1ccc2nc(S)[nH]c2c1. (3) Given the product CCOC(=O)CCCCOc1ccc2c(c1)CCCN2C1CC(C)N(C(=O)c2cccc(OC)c2)c2ccccc21, predict the reactants needed to synthesize it. The reactants are: CCOC(=O)CCCCOc1ccc2c(c1)CCCN2.COc1cccc(C(=O)N2c3ccccc3C(O)CC2C)c1. (4) Given the product Cc1ccc(CNc2ccc3c(NC4CCN(C)CC4)cccc3n2)o1, predict the reactants needed to synthesize it. The reactants are: CN1CCC(N)CC1.Cc1ccc(CNc2ccc3c(Br)cccc3n2)o1. (5) Given the product Nc1ncnc2c1c(I)nn2Cc1oc(=O)c2ccccc2c1-c1ccccc1, predict the reactants needed to synthesize it. The reactants are: Nc1ncnc2[nH]nc(I)c12.O=c1oc(CBr)c(-c2ccccc2)c2ccccc12.